Dataset: Peptide-MHC class I binding affinity with 185,985 pairs from IEDB/IMGT. Task: Regression. Given a peptide amino acid sequence and an MHC pseudo amino acid sequence, predict their binding affinity value. This is MHC class I binding data. (1) The peptide sequence is IHDNIMYTYF. The MHC is Mamu-B17 with pseudo-sequence Mamu-B17. The binding affinity (normalized) is 0.304. (2) The peptide sequence is AVYKTYGQY. The MHC is HLA-A24:02 with pseudo-sequence HLA-A24:02. The binding affinity (normalized) is 0.0847. (3) The peptide sequence is KRGVFVLGYL. The MHC is Mamu-B08 with pseudo-sequence Mamu-B08. The binding affinity (normalized) is 0.781. (4) The peptide sequence is RALGPGATL. The MHC is HLA-B08:01 with pseudo-sequence HLA-B08:01. The binding affinity (normalized) is 0.